From a dataset of Peptide-MHC class II binding affinity with 134,281 pairs from IEDB. Regression. Given a peptide amino acid sequence and an MHC pseudo amino acid sequence, predict their binding affinity value. This is MHC class II binding data. (1) The peptide sequence is GCNRLKRMAVSGDDC. The MHC is DRB4_0103 with pseudo-sequence DRB4_0103. The binding affinity (normalized) is 0.714. (2) The peptide sequence is SEDLELSWNLNGLQAY. The binding affinity (normalized) is 0.412. The MHC is DRB1_0802 with pseudo-sequence DRB1_0802.